Dataset: Peptide-MHC class I binding affinity with 185,985 pairs from IEDB/IMGT. Task: Regression. Given a peptide amino acid sequence and an MHC pseudo amino acid sequence, predict their binding affinity value. This is MHC class I binding data. (1) The peptide sequence is MHYGYNRAN. The MHC is HLA-A69:01 with pseudo-sequence HLA-A69:01. The binding affinity (normalized) is 0.0847. (2) The peptide sequence is ALVLLILMTA. The MHC is HLA-A02:01 with pseudo-sequence HLA-A02:01. The binding affinity (normalized) is 0.465. (3) The peptide sequence is LAYFPVFRFLNGS. The MHC is HLA-A02:03 with pseudo-sequence HLA-A02:03. The binding affinity (normalized) is 0.